Dataset: Catalyst prediction with 721,799 reactions and 888 catalyst types from USPTO. Task: Predict which catalyst facilitates the given reaction. (1) Reactant: Br[C:2]([F:9])([F:8])[C:3]([O:5][CH2:6][CH3:7])=[O:4].[O:10]=[C:11]1[CH2:16][CH2:15][N:14]([C:17]([O:19][C:20]([CH3:23])([CH3:22])[CH3:21])=[O:18])[CH2:13][CH2:12]1.C(OCC)(=O)C.Cl. Product: [CH2:6]([O:5][C:3]([C:2]([F:9])([F:8])[C:11]1([OH:10])[CH2:12][CH2:13][N:14]([C:17]([O:19][C:20]([CH3:22])([CH3:21])[CH3:23])=[O:18])[CH2:15][CH2:16]1)=[O:4])[CH3:7]. The catalyst class is: 772. (2) Reactant: [CH3:1][S:2]([C:5]1[CH:10]=[CH:9][C:8]([C:11]2[CH:16]=[C:15]([C:17]([F:20])([F:19])[F:18])[CH:14]=[CH:13][N:12]=2)=[CH:7][CH:6]=1)(=[O:4])=[O:3].ClC1C=CC=C(C(OO)=[O:29])C=1. Product: [CH3:1][S:2]([C:5]1[CH:6]=[CH:7][C:8]([C:11]2[CH:16]=[C:15]([C:17]([F:20])([F:18])[F:19])[CH:14]=[CH:13][N+:12]=2[O-:29])=[CH:9][CH:10]=1)(=[O:4])=[O:3]. The catalyst class is: 4. (3) Reactant: [CH3:1][O:2][C:3](=[O:18])[CH2:4][C:5]1[C:13]2[C:8](=[CH:9][CH:10]=[CH:11][CH:12]=2)[N:7]([C:14]([O:16][CH3:17])=[O:15])[CH:6]=1.CN(C)P(=O)(N(C)C)N(C)C.C[Si]([N-][Si](C)(C)C)(C)C.[Li+].[CH2:40]([CH:42]([CH2:45][CH3:46])[CH2:43]I)[CH3:41]. Product: [CH3:1][O:2][C:3](=[O:18])[CH:4]([CH2:43][CH:42]([CH2:45][CH3:46])[CH2:40][CH3:41])[C:5]1[C:13]2[C:8](=[CH:9][CH:10]=[CH:11][CH:12]=2)[N:7]([C:14]([O:16][CH3:17])=[O:15])[CH:6]=1. The catalyst class is: 7. (4) Reactant: [CH2:1]([N:8]([CH2:16][CH3:17])[CH2:9][CH:10]1[CH2:15][CH2:14][NH:13][CH2:12][CH2:11]1)[C:2]1[CH:7]=[CH:6][CH:5]=[CH:4][CH:3]=1.Cl[C:19]([O:21][C:22]1[CH:27]=[CH:26][C:25]([O:28][C:29]2[CH:34]=[CH:33][C:32]([C:35]([F:38])([F:37])[F:36])=[CH:31][N:30]=2)=[CH:24][CH:23]=1)=[O:20].C1(O)C=CC=CC=1. Product: [F:37][C:35]([F:36])([F:38])[C:32]1[CH:33]=[CH:34][C:29]([O:28][C:25]2[CH:26]=[CH:27][C:22]([O:21][C:19]([N:13]3[CH2:12][CH2:11][CH:10]([CH2:9][N:8]([CH2:1][C:2]4[CH:7]=[CH:6][CH:5]=[CH:4][CH:3]=4)[CH2:16][CH3:17])[CH2:15][CH2:14]3)=[O:20])=[CH:23][CH:24]=2)=[N:30][CH:31]=1. The catalyst class is: 4.